From a dataset of Catalyst prediction with 721,799 reactions and 888 catalyst types from USPTO. Predict which catalyst facilitates the given reaction. (1) Reactant: [F:1][C:2]([F:15])([F:14])[S:3]([O:6]S(C(F)(F)F)(=O)=O)(=[O:5])=[O:4].O[C:17]1[CH:18]=[CH:19][CH:20]=[C:21]2[C:26]=1[CH2:25][N:24]([C:27]([O:29][C@H:30]1[CH2:34][N:33]([C:35]([O:37][C:38]([CH3:41])([CH3:40])[CH3:39])=[O:36])[C@H:32]([C:42]([O:44][CH3:45])=[O:43])[CH2:31]1)=[O:28])[CH2:23][CH2:22]2.CCN(CC)CC.C([O-])(O)=O.[Na+]. Product: [F:1][C:2]([F:15])([F:14])[S:3]([O:6][C:17]1[CH:18]=[CH:19][CH:20]=[C:21]2[C:26]=1[CH2:25][N:24]([C:27]([O:29][C@H:30]1[CH2:34][N:33]([C:35]([O:37][C:38]([CH3:41])([CH3:40])[CH3:39])=[O:36])[C@H:32]([C:42]([O:44][CH3:45])=[O:43])[CH2:31]1)=[O:28])[CH2:23][CH2:22]2)(=[O:5])=[O:4]. The catalyst class is: 2. (2) Reactant: [CH3:1][O:2][C:3]1[CH:4]=[C:5]([CH2:11][CH2:12][NH:13][C:14](=[O:25])[C:15]([C:18]2[CH:23]=[CH:22][C:21]([CH3:24])=[CH:20][CH:19]=2)=[CH:16][OH:17])[CH:6]=[CH:7][C:8]=1[O:9][CH3:10].[H-].[Na+].CN(C)C=O.Br[CH2:34][F:35]. Product: [CH3:1][O:2][C:3]1[CH:4]=[C:5]([CH2:11][CH2:12][NH:13][C:14](=[O:25])[C:15]([C:18]2[CH:23]=[CH:22][C:21]([CH3:24])=[CH:20][CH:19]=2)=[CH:16][O:17][CH2:34][F:35])[CH:6]=[CH:7][C:8]=1[O:9][CH3:10]. The catalyst class is: 581. (3) Reactant: [O:1]1[C:5]2[CH:6]=[CH:7][CH:8]=[CH:9][C:4]=2[NH:3][C:2]1=[O:10].C(=O)([O-])[O-].[K+].[K+].[C:17](O[C:17](=[O:20])[CH2:18][CH3:19])(=[O:20])[CH2:18][CH3:19].O. Product: [C:17]([N:3]1[C:4]2[CH:9]=[CH:8][CH:7]=[CH:6][C:5]=2[O:1][C:2]1=[O:10])(=[O:20])[CH2:18][CH3:19]. The catalyst class is: 21. (4) Reactant: [CH3:1][O:2][C:3]1[CH:26]=[CH:25][C:6]([C:7]([NH:9][C:10]2[C:11]([NH:16][C:17]([CH:19]3[CH2:24][CH2:23][NH:22][CH2:21][CH2:20]3)=[O:18])=[CH:12][CH:13]=[CH:14][CH:15]=2)=[O:8])=[CH:5][CH:4]=1.Br[CH2:28][C:29]1[CH:34]=[CH:33][C:32]([C:35]#[N:36])=[CH:31][CH:30]=1.C(=O)([O-])[O-].[K+].[K+].C(OCC)(=O)C. Product: [CH3:1][O:2][C:3]1[CH:4]=[CH:5][C:6]([C:7]([NH:9][C:10]2[C:11]([NH:16][C:17]([CH:19]3[CH2:20][CH2:21][N:22]([CH2:28][C:29]4[CH:34]=[CH:33][C:32]([C:35]#[N:36])=[CH:31][CH:30]=4)[CH2:23][CH2:24]3)=[O:18])=[CH:12][CH:13]=[CH:14][CH:15]=2)=[O:8])=[CH:25][CH:26]=1. The catalyst class is: 47. (5) Reactant: [NH2:1][C:2]1[C:3]([F:13])=[C:4]([CH:9]=[C:10]([Cl:12])[CH:11]=1)[C:5]([O:7]C)=[O:6].C(N(CC)CC)C.[CH2:21]([S:24](Cl)(=[O:26])=[O:25])[CH2:22][CH3:23].[OH-].[Na+]. Product: [Cl:12][C:10]1[CH:11]=[C:2]([NH:1][S:24]([CH2:21][CH2:22][CH3:23])(=[O:26])=[O:25])[C:3]([F:13])=[C:4]([CH:9]=1)[C:5]([OH:7])=[O:6]. The catalyst class is: 1.